This data is from Forward reaction prediction with 1.9M reactions from USPTO patents (1976-2016). The task is: Predict the product of the given reaction. (1) Given the reactants I[C:2]1[C:10]2[C:5](=[N:6][CH:7]=[C:8]([C:24]3[CH:29]=[CH:28][CH:27]=[CH:26][CH:25]=3)[C:9]=2[N:11]2[CH2:16][CH2:15][N:14]([C:17]([O:19][C:20]([CH3:23])([CH3:22])[CH3:21])=[O:18])[CH2:13][CH2:12]2)[N:4]([CH2:30][C:31]2[CH:36]=[CH:35][C:34]([O:37][CH3:38])=[CH:33][CH:32]=2)[N:3]=1.N1C2C(=CC=C3C=2N=CC=C3)C=CC=1.[CH3:53][OH:54].[F-].[K+], predict the reaction product. The product is: [CH3:53][O:54][C:2]1[C:10]2[C:5](=[N:6][CH:7]=[C:8]([C:24]3[CH:29]=[CH:28][CH:27]=[CH:26][CH:25]=3)[C:9]=2[N:11]2[CH2:16][CH2:15][N:14]([C:17]([O:19][C:20]([CH3:23])([CH3:22])[CH3:21])=[O:18])[CH2:13][CH2:12]2)[N:4]([CH2:30][C:31]2[CH:36]=[CH:35][C:34]([O:37][CH3:38])=[CH:33][CH:32]=2)[N:3]=1. (2) Given the reactants C([O:3][C:4](=[O:23])[CH:5](C#N)[CH:6]([C:14]1[CH:19]=[CH:18][C:17]([Br:20])=[CH:16][CH:15]=1)[C:7]1[CH:12]=[CH:11][C:10]([Cl:13])=[CH:9][CH:8]=1)C.C(O)(=O)C.S(=O)(=O)(O)O, predict the reaction product. The product is: [Br:20][C:17]1[CH:16]=[CH:15][C:14]([CH:6]([C:7]2[CH:8]=[CH:9][C:10]([Cl:13])=[CH:11][CH:12]=2)[CH2:5][C:4]([OH:23])=[O:3])=[CH:19][CH:18]=1. (3) Given the reactants [Br:1][C:2]1[CH:3]=[CH:4][C:5]2[N:6]([N:15]=[C:16]([NH2:18])[N:17]=2)[C:7]=1[NH:8][CH:9]1[CH2:14][CH2:13][CH2:12][CH2:11][CH2:10]1.Cl.[C:20](Cl)(=[O:27])[C:21]1[CH:26]=[CH:25][CH:24]=[N:23][CH:22]=1, predict the reaction product. The product is: [Br:1][C:2]1[CH:3]=[CH:4][C:5]2[N:6]([N:15]=[C:16]([NH:18][C:20](=[O:27])[C:21]3[CH:26]=[CH:25][CH:24]=[N:23][CH:22]=3)[N:17]=2)[C:7]=1[NH:8][CH:9]1[CH2:10][CH2:11][CH2:12][CH2:13][CH2:14]1. (4) Given the reactants [O:1]=[C:2]1[CH2:11][CH2:10][C:9]2[C:4](=[CH:5][C:6]([O:12][CH2:13][CH2:14][CH2:15][CH2:16][N:17]3[CH2:22][CH2:21][N:20]([C:23]4[C:31]5[CH:30]=[C:29](C(O)=O)[S:28][C:27]=5[CH:26]=[CH:25][CH:24]=4)[CH2:19][CH2:18]3)=[CH:7][CH:8]=2)[NH:3]1, predict the reaction product. The product is: [S:28]1[CH:29]=[CH:30][C:31]2[C:23]([N:20]3[CH2:19][CH2:18][N:17]([CH2:16][CH2:15][CH2:14][CH2:13][O:12][C:6]4[CH:5]=[C:4]5[C:9]([CH2:10][CH2:11][C:2](=[O:1])[NH:3]5)=[CH:8][CH:7]=4)[CH2:22][CH2:21]3)=[CH:24][CH:25]=[CH:26][C:27]1=2.